This data is from Forward reaction prediction with 1.9M reactions from USPTO patents (1976-2016). The task is: Predict the product of the given reaction. (1) The product is: [CH3:1][O:2][CH2:3][C@@H:4]([NH:16][C:17]([N:19]1[CH2:24][C:23](=[O:25])[NH:22][C:21]2[CH:26]=[CH:27][CH:28]=[N:29][C:20]1=2)=[O:18])[C:5]1[CH:6]=[CH:7][C:8]([O:11][C:12]([F:15])([F:13])[F:14])=[CH:9][CH:10]=1. Given the reactants [CH3:1][O:2][CH2:3][CH:4]([NH:16][C:17]([N:19]1[CH2:24][C:23](=[O:25])[NH:22][C:21]2[CH:26]=[CH:27][CH:28]=[N:29][C:20]1=2)=[O:18])[C:5]1[CH:10]=[CH:9][C:8]([O:11][C:12]([F:15])([F:14])[F:13])=[CH:7][CH:6]=1, predict the reaction product. (2) Given the reactants C(OC([N:8]1[CH2:12][CH2:11][CH2:10][CH:9]1[CH2:13][CH2:14][N:15]([CH2:18][C:19]1[CH:24]=[CH:23][CH:22]=[C:21]([C:25]2[CH:30]=[CH:29][N:28]=[C:27](Cl)[N:26]=2)[CH:20]=1)[CH2:16][CH3:17])=O)(C)(C)C.[NH2:32][CH2:33][CH2:34][C:35]1[CH:40]=[CH:39][C:38]([OH:41])=[CH:37][CH:36]=1, predict the reaction product. The product is: [CH2:16]([N:15]([CH2:18][C:19]1[CH:20]=[C:21]([C:25]2[CH:30]=[CH:29][N:28]=[C:27]([NH:32][CH2:33][CH2:34][C:35]3[CH:40]=[CH:39][C:38]([OH:41])=[CH:37][CH:36]=3)[N:26]=2)[CH:22]=[CH:23][CH:24]=1)[CH2:14][CH2:13][C@@H:9]1[CH2:10][CH2:11][CH2:12][NH:8]1)[CH3:17]. (3) Given the reactants [C:1]([O:5][C:6](=[O:20])[CH2:7][N:8]1[C:16]2[C:11](=[CH:12][C:13]([C:17]([OH:19])=O)=[CH:14][CH:15]=2)[CH:10]=[CH:9]1)([CH3:4])([CH3:3])[CH3:2].Cl.[N:22]1[CH:27]=[CH:26][C:25]([N:28]2[CH2:32][CH2:31][C:30]3([CH2:37][CH2:36][NH:35][CH2:34][CH2:33]3)[CH2:29]2)=[CH:24][CH:23]=1.CN(C(ON1N=NC2C=CC=CC1=2)=[N+](C)C)C.F[P-](F)(F)(F)(F)F.CCN(C(C)C)C(C)C, predict the reaction product. The product is: [N:22]1[CH:23]=[CH:24][C:25]([N:28]2[CH2:32][CH2:31][C:30]3([CH2:37][CH2:36][N:35]([C:17]([C:13]4[CH:12]=[C:11]5[C:16](=[CH:15][CH:14]=4)[N:8]([CH2:7][C:6]([O:5][C:1]([CH3:2])([CH3:3])[CH3:4])=[O:20])[CH:9]=[CH:10]5)=[O:19])[CH2:34][CH2:33]3)[CH2:29]2)=[CH:26][CH:27]=1.